This data is from Catalyst prediction with 721,799 reactions and 888 catalyst types from USPTO. The task is: Predict which catalyst facilitates the given reaction. (1) Reactant: COP([CH2:7][C:8](=[O:16])[C:9]([F:15])([F:14])[CH2:10][CH2:11][CH2:12][CH3:13])(=O)OC.[H-].[Li+].[O:19]=[C:20]1[O:24][C@H:23]2[CH2:25][C@@H:26]([O:30][C:31]([C:33]3[CH:38]=[CH:37][CH:36]=[CH:35][CH:34]=3)=[O:32])[C@H:27]([CH:28]=O)[C@H:22]2[CH2:21]1.O. Product: [F:15][C:9]([F:14])([CH2:10][CH2:11][CH2:12][CH3:13])[C:8](=[O:16])/[CH:7]=[CH:28]/[C@@H:27]1[C@@H:22]2[C@@H:23]([O:24][C:20](=[O:19])[CH2:21]2)[CH2:25][C@H:26]1[O:30][C:31]([C:33]1[CH:38]=[CH:37][CH:36]=[CH:35][CH:34]=1)=[O:32]. The catalyst class is: 310. (2) Product: [CH3:12][C:11]1([CH3:13])[C:8]([CH3:9])([CH3:10])[O:7][B:6]([C:4]2[CH:3]=[N:2][N:1]([CH2:22][CH2:23][C:24]#[N:25])[CH:5]=2)[O:14]1. Reactant: [NH:1]1[CH:5]=[C:4]([B:6]2[O:14][C:11]([CH3:13])([CH3:12])[C:8]([CH3:10])([CH3:9])[O:7]2)[CH:3]=[N:2]1.C([O-])([O-])=O.[Cs+].[Cs+].Cl[CH2:22][CH2:23][C:24]#[N:25]. The catalyst class is: 42. (3) Reactant: NC1C=CC=CC=1.[CH2:8]([O:15][C:16](Cl)=[O:17])[C:9]1[CH:14]=[CH:13][CH:12]=[CH:11][CH:10]=1.[NH2:19][C:20]1[CH:21]=[C:22]([CH:28]=[CH:29][C:30]=1[NH:31][CH:32]1[CH2:37][CH2:36][CH2:35][CH2:34][CH2:33]1)[C:23]([O:25][CH2:26][CH3:27])=[O:24].CCN(C(C)C)C(C)C. Product: [CH2:8]([O:15][C:16]([NH:19][C:20]1[CH:21]=[C:22]([CH:28]=[CH:29][C:30]=1[NH:31][CH:32]1[CH2:37][CH2:36][CH2:35][CH2:34][CH2:33]1)[C:23]([O:25][CH2:26][CH3:27])=[O:24])=[O:17])[C:9]1[CH:14]=[CH:13][CH:12]=[CH:11][CH:10]=1. The catalyst class is: 20. (4) Reactant: [C:1]([O:5][C:6](=[O:20])[NH:7][C:8]1[S:9][C:10]([C:14]#[C:15][Si](C)(C)C)=[C:11]([CH3:13])[N:12]=1)([CH3:4])([CH3:3])[CH3:2].C([O-])([O-])=O.[K+].[K+]. Product: [C:1]([O:5][C:6](=[O:20])[NH:7][C:8]1[S:9][C:10]([C:14]#[CH:15])=[C:11]([CH3:13])[N:12]=1)([CH3:4])([CH3:3])[CH3:2]. The catalyst class is: 5. (5) Product: [CH2:9]([O:16][C:5]([CH2:4][O:3][CH2:2][C:1]([OH:7])=[O:8])=[O:6])[C:10]1[CH:15]=[CH:14][CH:13]=[CH:12][CH:11]=1. The catalyst class is: 2. Reactant: [C:1]1(=[O:8])[O:7][C:5](=[O:6])[CH2:4][O:3][CH2:2]1.[CH2:9]([OH:16])[C:10]1[CH:15]=[CH:14][CH:13]=[CH:12][CH:11]=1.C(N(CC)CC)C.C1(C)C=CC=CC=1. (6) The catalyst class is: 4. Product: [C:15]([Si:19]([O:8][C:5]1[CH:6]=[CH:7][C:2]([Cl:1])=[CH:3][C:4]=1[I:9])([CH3:21])[CH3:20])([CH3:18])([CH3:17])[CH3:16]. Reactant: [Cl:1][C:2]1[CH:7]=[CH:6][C:5]([OH:8])=[C:4]([I:9])[CH:3]=1.N1C=CN=C1.[C:15]([Si:19](Cl)([CH3:21])[CH3:20])([CH3:18])([CH3:17])[CH3:16].